Dataset: Reaction yield outcomes from USPTO patents with 853,638 reactions. Task: Predict the reaction yield, written as a fraction of the theoretical maximum amount of product (1.0 means a 100% yield; for example, 0.34 means a 34% yield). (1) The reactants are [NH2:1][C:2]1[C:7]([O:8][CH2:9][C:10]([O:12]C(C)(C)C)=O)=[C:6]([NH2:17])[N:5]=[C:4]([C:18]2[C:22]([CH3:23])=[C:21]([CH:24]3[CH2:26][CH2:25]3)[N:20]([CH2:27][C:28]3[C:33]([F:34])=[CH:32][C:31]([O:35][CH2:36][CH3:37])=[CH:30][C:29]=3[F:38])[N:19]=2)[N:3]=1. The catalyst is ClCCl.FC(F)(F)C(O)=O. The product is [NH2:1][C:2]1[C:7]2[O:8][CH2:9][C:10](=[O:12])[NH:17][C:6]=2[N:5]=[C:4]([C:18]2[C:22]([CH3:23])=[C:21]([CH:24]3[CH2:25][CH2:26]3)[N:20]([CH2:27][C:28]3[C:29]([F:38])=[CH:30][C:31]([O:35][CH2:36][CH3:37])=[CH:32][C:33]=3[F:34])[N:19]=2)[N:3]=1. The yield is 0.970. (2) The product is [CH3:1][C:2]1[CH:3]=[C:4]([S:8]([N:11]2[CH2:19][CH:18]3[CH:13]([CH2:14][CH2:15][CH2:16][CH2:17]3)[CH:12]2[C:20]([NH:22][C@H:23]([C:42]([OH:44])=[O:43])[CH2:24][C:25]2[CH:26]=[CH:27][C:28]([NH:31][C:32](=[O:41])[C:33]3[C:38]([Cl:39])=[CH:37][N:36]=[CH:35][C:34]=3[Cl:40])=[CH:29][CH:30]=2)=[O:21])(=[O:10])=[O:9])[CH:5]=[CH:6][CH:7]=1. The catalyst is CO. The yield is 0.670. The reactants are [CH3:1][C:2]1[CH:3]=[C:4]([S:8]([N:11]2[CH2:19][CH:18]3[CH:13]([CH2:14][CH2:15][CH2:16][CH2:17]3)[CH:12]2[C:20]([NH:22][C@H:23]([C:42]([O:44]C)=[O:43])[CH2:24][C:25]2[CH:30]=[CH:29][C:28]([NH:31][C:32](=[O:41])[C:33]3[C:38]([Cl:39])=[CH:37][N:36]=[CH:35][C:34]=3[Cl:40])=[CH:27][CH:26]=2)=[O:21])(=[O:10])=[O:9])[CH:5]=[CH:6][CH:7]=1.[OH-].[Na+]. (3) The reactants are [NH2:1][C:2]1[CH:7]=[C:6]([F:8])[C:5]([CH3:9])=[CH:4][C:3]=1[NH:10][CH:11]1[CH2:16][CH2:15][N:14]([C@H:17]2[CH2:22][CH2:21][C@@H:20]([O:23][CH3:24])[CH2:19][CH2:18]2)[CH2:13][CH2:12]1.C(N(C(C)C)CC)(C)C.[Cl:34][C:35](Cl)([O:37]C(=O)OC(Cl)(Cl)Cl)Cl.C([O-])(O)=O.[Na+]. The catalyst is ClCCl.O. The product is [ClH:34].[F:8][C:6]1[C:5]([CH3:9])=[CH:4][C:3]2[N:10]([CH:11]3[CH2:12][CH2:13][N:14]([C@H:17]4[CH2:22][CH2:21][C@@H:20]([O:23][CH3:24])[CH2:19][CH2:18]4)[CH2:15][CH2:16]3)[C:35](=[O:37])[NH:1][C:2]=2[CH:7]=1. The yield is 0.950. (4) The reactants are [F:1][C:2]([F:30])([F:29])[C:3]([OH:28])([CH2:16][N:17]1[C:26]2[C:21](=[CH:22][CH:23]=[CH:24][CH:25]=2)[C:20](=[O:27])[CH:19]=[CH:18]1)[CH2:4][C:5]([C:8]1[CH:9]=[C:10]([CH:13]=[CH:14][CH:15]=1)[CH:11]=O)([CH3:7])[CH3:6].ClC(Cl)C.C(O)(=O)C.[NH:39]1[CH2:44][CH2:43][O:42][CH2:41][CH2:40]1. No catalyst specified. The product is [OH:28][C:3]([C:2]([F:30])([F:1])[F:29])([CH2:4][C:5]([CH3:6])([C:8]1[CH:15]=[CH:14][CH:13]=[C:10]([CH2:11][N:39]2[CH2:44][CH2:43][O:42][CH2:41][CH2:40]2)[CH:9]=1)[CH3:7])[CH2:16][N:17]1[C:26]2[C:21](=[CH:22][CH:23]=[CH:24][CH:25]=2)[C:20](=[O:27])[CH:19]=[CH:18]1. The yield is 0.450. (5) The reactants are Cl[CH2:2][CH2:3][CH2:4]/[C:5](=[N:13]\[S@:14]([C:16]([CH3:19])([CH3:18])[CH3:17])=[O:15])/[C:6]1[CH:11]=[CH:10][C:9]([F:12])=[CH:8][CH:7]=1. The catalyst is CO. The product is [CH3:17][C:16]([S@@:14]([N:13]1[CH2:2][CH2:3][CH2:4][C@@H:5]1[C:6]1[CH:11]=[CH:10][C:9]([F:12])=[CH:8][CH:7]=1)=[O:15])([CH3:19])[CH3:18]. The yield is 0.930.